From a dataset of Peptide-MHC class I binding affinity with 185,985 pairs from IEDB/IMGT. Regression. Given a peptide amino acid sequence and an MHC pseudo amino acid sequence, predict their binding affinity value. This is MHC class I binding data. (1) The peptide sequence is HSSAAQRRGR. The MHC is HLA-A31:01 with pseudo-sequence HLA-A31:01. The binding affinity (normalized) is 0.706. (2) The peptide sequence is RPAKSMDSL. The MHC is HLA-B58:01 with pseudo-sequence HLA-B58:01. The binding affinity (normalized) is 0.0903.